Dataset: Reaction yield outcomes from USPTO patents with 853,638 reactions. Task: Predict the reaction yield, written as a fraction of the theoretical maximum amount of product (1.0 means a 100% yield; for example, 0.34 means a 34% yield). (1) The reactants are Cl[C:2]1[C:7]2[C:8](=[O:22])[N:9]([CH2:11][C:12]3[CH:17]=[CH:16][C:15]([O:18][CH3:19])=[CH:14][C:13]=3[O:20][CH3:21])[CH2:10][C:6]=2[C:5]([F:23])=[C:4]([NH:24][C@@H:25]2[CH2:30][CH2:29][O:28][CH2:27][C@@H:26]2[NH:31][C:32](=[O:38])[O:33][C:34]([CH3:37])([CH3:36])[CH3:35])[N:3]=1.CC1(C)C(C)(C)OB([C:47]2[S:48][C:49]([CH3:52])=[CH:50][CH:51]=2)O1. The catalyst is O1CCOCC1.C([O-])([O-])=O.[Na+].[Na+].Cl[Pd](Cl)([P](C1C=CC=CC=1)(C1C=CC=CC=1)C1C=CC=CC=1)[P](C1C=CC=CC=1)(C1C=CC=CC=1)C1C=CC=CC=1. The product is [CH3:21][O:20][C:13]1[CH:14]=[C:15]([O:18][CH3:19])[CH:16]=[CH:17][C:12]=1[CH2:11][N:9]1[CH2:10][C:6]2[C:5]([F:23])=[C:4]([NH:24][C@@H:25]3[CH2:30][CH2:29][O:28][CH2:27][C@@H:26]3[NH:31][C:32](=[O:38])[O:33][C:34]([CH3:37])([CH3:36])[CH3:35])[N:3]=[C:2]([C:47]3[S:48][C:49]([CH3:52])=[CH:50][CH:51]=3)[C:7]=2[C:8]1=[O:22]. The yield is 0.550. (2) The reactants are [F:1][C:2]1[C:3]([O:26][CH3:27])=[C:4]([C@@H:8]2[CH2:10][C@H:9]2[NH:11][CH2:12][CH:13]2[CH2:18][CH2:17][N:16](C(OC(C)(C)C)=O)[CH2:15][CH2:14]2)[CH:5]=[CH:6][CH:7]=1.[ClH:28]. The catalyst is O1CCOCC1. The product is [ClH:28].[F:1][C:2]1[C:3]([O:26][CH3:27])=[C:4]([C@@H:8]2[CH2:10][C@H:9]2[NH:11][CH2:12][CH:13]2[CH2:14][CH2:15][NH:16][CH2:17][CH2:18]2)[CH:5]=[CH:6][CH:7]=1. The yield is 0.880. (3) The reactants are Cl[C:2]1[CH:7]=[C:6]([C:8]2[CH:13]=[C:12]([Br:14])[CH:11]=[CH:10][C:9]=2[O:15][CH2:16][CH3:17])[N:5]=[CH:4][N:3]=1.[Cl:18][C:19]1[CH:24]=[CH:23][C:22]([NH2:25])=[CH:21][CH:20]=1. No catalyst specified. The product is [Br:14][C:12]1[CH:11]=[CH:10][C:9]([O:15][CH2:16][CH3:17])=[C:8]([C:6]2[N:5]=[CH:4][N:3]=[C:2]([NH:25][C:22]3[CH:23]=[CH:24][C:19]([Cl:18])=[CH:20][CH:21]=3)[CH:7]=2)[CH:13]=1. The yield is 0.620. (4) The reactants are [OH:1][CH2:2][C:3]1[CH:8]=[CH:7][C:6]([N:9]2[CH2:14][CH2:13][CH:12]([NH:15][C:16](=[O:18])[CH3:17])[CH2:11][CH2:10]2)=[CH:5][CH:4]=1.C[N+]1([O-])CCOCC1. The catalyst is C(Cl)Cl.CCC[N+](CCC)(CCC)CCC.[O-][Ru](=O)(=O)=O. The product is [CH:2]([C:3]1[CH:4]=[CH:5][C:6]([N:9]2[CH2:14][CH2:13][CH:12]([NH:15][C:16](=[O:18])[CH3:17])[CH2:11][CH2:10]2)=[CH:7][CH:8]=1)=[O:1]. The yield is 0.740. (5) The reactants are S([O-])([O-])(=O)=O.[Na+].[Na+].[NH2:8][C:9]1[CH:17]=[CH:16][C:12]2[N:13]=[CH:14][S:15][C:11]=2[CH:10]=1.[O:18]=[CH:19][C:20](Cl)(Cl)Cl.Cl.[OH:25][NH2:26]. The catalyst is Cl.C(O)C.O. The product is [S:15]1[C:11]2[CH:10]=[C:9]([NH:8][C:19](=[O:18])[CH:20]=[N:26][OH:25])[CH:17]=[CH:16][C:12]=2[N:13]=[CH:14]1. The yield is 0.940. (6) The reactants are [N:1]1[C:8](Cl)=[N:7][C:5](Cl)=[N:4][C:2]=1Cl.[F:10][C:11]1C=C(C=CC=1N)OC.CC[N:22]([CH:26]([CH3:28])[CH3:27])C(C)C.[CH:29]1([NH2:36])[CH2:35][CH2:34][CH2:33][CH2:32][CH2:31][CH2:30]1.[CH3:37][N:38]([CH3:42])[CH2:39][CH2:40][NH2:41].[C:43]([O:46][CH2:47][CH3:48])(=O)C. The catalyst is CC#N. The product is [CH:29]1([NH:36][C:2]2[N:4]=[C:5]([NH:41][CH2:40][CH2:39][N:38]([CH3:42])[CH3:37])[N:7]=[C:8]([NH:22][C:26]3[CH:27]=[CH:48][C:47]([O:46][CH3:43])=[C:11]([F:10])[CH:28]=3)[N:1]=2)[CH2:35][CH2:34][CH2:33][CH2:32][CH2:31][CH2:30]1. The yield is 0.280. (7) The catalyst is ClCCl. The reactants are [Br:1][C:2]1[CH:9]=[CH:8][C:5]([CH2:6][OH:7])=[CH:4][CH:3]=1.C1CCN2C(=NCCC2)CC1.[CH:21]([Si:24](Cl)([CH:28]([CH3:30])[CH3:29])[CH:25]([CH3:27])[CH3:26])([CH3:23])[CH3:22]. The product is [Br:1][C:2]1[CH:9]=[CH:8][C:5]([CH2:6][O:7][Si:24]([CH:28]([CH3:30])[CH3:29])([CH:25]([CH3:27])[CH3:26])[CH:21]([CH3:23])[CH3:22])=[CH:4][CH:3]=1. The yield is 0.990.